This data is from Catalyst prediction with 721,799 reactions and 888 catalyst types from USPTO. The task is: Predict which catalyst facilitates the given reaction. (1) Reactant: [CH3:1][N:2]1[CH2:11][CH2:10][C:9]2([C:12]3[CH:17]=[CH:16][CH:15]=[C:14]([O:18][CH3:19])[CH:13]=3)[C:4]([CH3:21])([CH2:5][CH2:6][CH:7](O)[CH2:8]2)[CH:3]1C.Cl.[NH2:24][OH:25]. Product: [CH3:1][N:2]1[CH2:11][CH2:10][C:9]2([C:12]3[CH:17]=[CH:16][CH:15]=[C:14]([O:18][CH3:19])[CH:13]=3)[C:4]([CH3:21])([CH2:5][CH2:6][C:7](=[N:24][OH:25])[CH2:8]2)[CH2:3]1. The catalyst class is: 14. (2) Reactant: [Br:1][C:2]1[CH:10]=[C:9]2[C:5]([C:6]([F:13])([F:12])[C:7](=[O:11])[NH:8]2)=[CH:4][CH:3]=1.C[Si]([N-][Si](C)(C)C)(C)C.[Na+].Cl[CH2:25][O:26][CH2:27][CH2:28][Si:29]([CH3:32])([CH3:31])[CH3:30]. Product: [Br:1][C:2]1[CH:10]=[C:9]2[C:5]([C:6]([F:13])([F:12])[C:7](=[O:11])[N:8]2[CH2:25][O:26][CH2:27][CH2:28][Si:29]([CH3:32])([CH3:31])[CH3:30])=[CH:4][CH:3]=1. The catalyst class is: 198. (3) Reactant: [F:1][C:2]([F:34])([C:8]1[CH:9]=[C:10]2[CH2:33][C@@:15]3([C:23]4[C:18](=[N:19][CH:20]=[CH:21][CH:22]=4)[N:17]([CH2:24][O:25][CH2:26][CH2:27][Si:28]([CH3:31])([CH3:30])[CH3:29])[C:16]3=[O:32])[CH2:14][C:11]2=[N:12][CH:13]=1)[C:3](OCC)=[O:4].[Cl-].[Ca+2].[Cl-].[BH4-].[Na+]. Product: [F:34][C:2]([C:8]1[CH:9]=[C:10]2[CH2:33][C@@:15]3([C:23]4[C:18](=[N:19][CH:20]=[CH:21][CH:22]=4)[N:17]([CH2:24][O:25][CH2:26][CH2:27][Si:28]([CH3:29])([CH3:31])[CH3:30])[C:16]3=[O:32])[CH2:14][C:11]2=[N:12][CH:13]=1)([F:1])[CH2:3][OH:4]. The catalyst class is: 5. (4) Reactant: [I:1][C:2]1[CH:6]=[C:5]([CH:7]2[CH:13]3[CH:8]2[CH2:9][CH:10]2[CH:12]3[O:11]2)[N:4]([CH:14]([CH3:16])[CH3:15])[N:3]=1.[Li+].[B-](CC)(CC)CC. Product: [I:1][C:2]1[CH:6]=[C:5]([CH:7]2[CH:13]3[CH:8]2[CH2:9][CH2:10][CH:12]3[OH:11])[N:4]([CH:14]([CH3:16])[CH3:15])[N:3]=1. The catalyst class is: 627.